Dataset: Reaction yield outcomes from USPTO patents with 853,638 reactions. Task: Predict the reaction yield, written as a fraction of the theoretical maximum amount of product (1.0 means a 100% yield; for example, 0.34 means a 34% yield). (1) The reactants are Cl[Si](C)(C)C.[I-].[Na+].C[O:9][C:10]1[C:15]([C:16]2[N:20]([C:21]3[CH:26]=[CH:25][CH:24]=[CH:23][CH:22]=3)[N:19]=[CH:18][CH:17]=2)=[N:14][N:13]([C:27]2[CH:32]=[CH:31][CH:30]=[C:29]([C:33]([F:36])([F:35])[F:34])[CH:28]=2)[C:12](=[O:37])[CH:11]=1.O. The catalyst is CC#N. The product is [OH:37][C:12]1[N:13]([C:27]2[CH:32]=[CH:31][CH:30]=[C:29]([C:33]([F:35])([F:34])[F:36])[CH:28]=2)[N:14]=[C:15]([C:16]2[N:20]([C:21]3[CH:22]=[CH:23][CH:24]=[CH:25][CH:26]=3)[N:19]=[CH:18][CH:17]=2)[C:10](=[O:9])[CH:11]=1. The yield is 0.730. (2) The reactants are [CH2:1]([O:3][C:4]1[CH:5]=[C:6]([N:10]2[CH:14]=[C:13]([CH:15]=[O:16])[C:12]([CH2:17][CH3:18])=[N:11]2)[CH:7]=[CH:8][CH:9]=1)[CH3:2].[CH2:19]([Mg]Br)[CH:20]([CH3:22])[CH3:21]. The catalyst is O1CCCC1. The product is [CH2:1]([O:3][C:4]1[CH:5]=[C:6]([N:10]2[CH:14]=[C:13]([CH:15]([OH:16])[CH2:19][CH:20]([CH3:22])[CH3:21])[C:12]([CH2:17][CH3:18])=[N:11]2)[CH:7]=[CH:8][CH:9]=1)[CH3:2]. The yield is 0.670. (3) The reactants are [CH3:1][N:2]1[C:8]2[CH:9]=[C:10](/[CH:13]=[CH:14]/[C:15]([O:17][CH3:18])=[O:16])[CH:11]=[CH:12][C:7]=2[C:6]([C:19]2[CH:24]=[CH:23][CH:22]=[CH:21][CH:20]=2)=[N:5][CH2:4][C:3]1=[O:25]. The catalyst is CO. The product is [CH3:1][N:2]1[C:8]2[CH:9]=[C:10]([CH2:13][CH2:14][C:15]([O:17][CH3:18])=[O:16])[CH:11]=[CH:12][C:7]=2[C:6]([C:19]2[CH:24]=[CH:23][CH:22]=[CH:21][CH:20]=2)=[N:5][CH2:4][C:3]1=[O:25]. The yield is 0.900.